From a dataset of Forward reaction prediction with 1.9M reactions from USPTO patents (1976-2016). Predict the product of the given reaction. (1) Given the reactants O=C1C2C(=CC=CC=2)C(=O)[N:3]1[CH2:12][CH2:13][N:14]1[C:23]2[C:18](=[N:19][CH:20]=[C:21]([CH2:24][C:25]3[CH:30]=[CH:29][C:28]([F:31])=[CH:27][CH:26]=3)[CH:22]=2)[C:17]([OH:32])=[C:16]([C:33](OCC)=[O:34])[C:15]1=[O:38].[CH3:39][CH:40]([O:42][CH2:43][CH2:44][NH2:45])[CH3:41].NN, predict the reaction product. The product is: [NH2:3][CH2:12][CH2:13][N:14]1[C:23]2[C:18](=[N:19][CH:20]=[C:21]([CH2:24][C:25]3[CH:26]=[CH:27][C:28]([F:31])=[CH:29][CH:30]=3)[CH:22]=2)[C:17]([OH:32])=[C:16]([C:33]([NH:45][CH2:44][CH2:43][O:42][CH:40]([CH3:41])[CH3:39])=[O:34])[C:15]1=[O:38]. (2) Given the reactants [Br:1][C:2]1[CH:7]=[C:6]([F:8])[CH:5]=[CH:4][C:3]=1[CH2:9][C:10](Cl)=[O:11].[OH-].[NH4+:14].C1COCC1, predict the reaction product. The product is: [Br:1][C:2]1[CH:7]=[C:6]([F:8])[CH:5]=[CH:4][C:3]=1[CH2:9][C:10]([NH2:14])=[O:11]. (3) Given the reactants [C:1]1([N:7]2[C:12](=[O:13])[N:11]([CH2:14]CCC)[C:10](=[O:18])[C:9]([C:19]([OH:21])=O)=[N:8]2)[CH:6]=[CH:5][CH:4]=[CH:3][CH:2]=1.S(Cl)([Cl:24])=O, predict the reaction product. The product is: [C:1]1([N:7]2[C:12](=[O:13])[N:11]([CH3:14])[C:10](=[O:18])[C:9]([C:19]([Cl:24])=[O:21])=[N:8]2)[CH:6]=[CH:5][CH:4]=[CH:3][CH:2]=1. (4) Given the reactants [Cl:1][C:2]1[C:3]([C:26]2[C:34]3[C:29](=[CH:30][CH:31]=[CH:32][CH:33]=3)[N:28]([S:35]([C:38]3[CH:43]=[CH:42][CH:41]=[CH:40][CH:39]=3)(=[O:37])=[O:36])[CH:27]=2)=[N:4][C:5]([NH:8][C@@H:9]2[CH2:14][CH2:13][CH2:12][C@H:11]([NH:15][CH2:16][C:17]3[CH:22]=[CH:21][C:20]([N+:23]([O-:25])=[O:24])=[CH:19][CH:18]=3)[CH2:10]2)=[N:6][CH:7]=1.CCN(C(C)C)C(C)C.[CH3:53][C:54]([O:57][C:58](O[C:58]([O:57][C:54]([CH3:56])([CH3:55])[CH3:53])=[O:59])=[O:59])([CH3:56])[CH3:55], predict the reaction product. The product is: [Cl:1][C:2]1[C:3]([C:26]2[C:34]3[C:29](=[CH:30][CH:31]=[CH:32][CH:33]=3)[N:28]([S:35]([C:38]3[CH:43]=[CH:42][CH:41]=[CH:40][CH:39]=3)(=[O:37])=[O:36])[CH:27]=2)=[N:4][C:5]([NH:8][C@@H:9]2[CH2:14][CH2:13][CH2:12][C@H:11]([N:15]([CH2:16][C:17]3[CH:22]=[CH:21][C:20]([N+:23]([O-:25])=[O:24])=[CH:19][CH:18]=3)[C:58](=[O:59])[O:57][C:54]([CH3:56])([CH3:55])[CH3:53])[CH2:10]2)=[N:6][CH:7]=1. (5) Given the reactants [F:1][CH:2]([F:11])[C:3]1[C@H:7]2[CH2:8][O:9][CH2:10][C@H:6]2[O:5][N:4]=1.Br[C:13]1[CH:18]=[CH:17][CH:16]=[CH:15][C:14]=1[F:19], predict the reaction product. The product is: [F:11][CH:2]([F:1])[C@@:3]1([C:13]2[CH:18]=[CH:17][CH:16]=[CH:15][C:14]=2[F:19])[C@H:7]2[CH2:8][O:9][CH2:10][C@H:6]2[O:5][NH:4]1. (6) Given the reactants S([O-])([O-])(=O)=O.[Mg+2].[F:7][C:8]1[CH:14]=[C:13]([F:15])[CH:12]=[CH:11][C:9]=1[NH2:10].[CH:16](=O)[C:17]1[CH:22]=[CH:21][CH:20]=[CH:19][CH:18]=1.B.[Na], predict the reaction product. The product is: [CH2:16]([NH:10][C:9]1[CH:11]=[CH:12][C:13]([F:15])=[CH:14][C:8]=1[F:7])[C:17]1[CH:22]=[CH:21][CH:20]=[CH:19][CH:18]=1. (7) The product is: [N:11]1[NH:16][N:17]=[N:18][C:10]=1[C:2]1[NH:1][C:9]2[C:4]([CH:3]=1)=[CH:5][CH:6]=[CH:7][CH:8]=2. Given the reactants [NH:1]1[C:9]2[C:4](=[CH:5][CH:6]=[CH:7][CH:8]=2)[CH:3]=[C:2]1[C:10]#[N:11].C[Sn]([N:16]=[N+:17]=[N-:18])(C)C, predict the reaction product. (8) Given the reactants [F:1][C:2]1[C:7]([O:8][C:9]([F:12])([F:11])[F:10])=[CH:6][CH:5]=[CH:4][C:3]=1[C:13]1(O)[CH2:18][CH2:17][N:16]([CH2:19][CH2:20][CH3:21])[CH2:15][CH2:14]1.[OH-].[Na+], predict the reaction product. The product is: [F:1][C:2]1[C:7]([O:8][C:9]([F:10])([F:11])[F:12])=[CH:6][CH:5]=[CH:4][C:3]=1[C:13]1[CH2:18][CH2:17][N:16]([CH2:19][CH2:20][CH3:21])[CH2:15][CH:14]=1. (9) The product is: [Br-:10].[C:15]([CH2:14][CH2:13][CH2:12][CH2:11][N:3]1[C:2]([Cl:1])=[C:6]([Cl:7])[N+:5]([CH2:19][C:20]2[C:29]3[C:24](=[CH:25][CH:26]=[CH:27][CH:28]=3)[CH:23]=[CH:22][CH:21]=2)=[CH:4]1)([OH:17])=[O:16]. Given the reactants [Cl:1][C:2]1[N:3]=[CH:4][NH:5][C:6]=1[Cl:7].[OH-].[K+].[Br:10][CH2:11][CH2:12][CH2:13][CH2:14][C:15]([OH:17])=[O:16].Br[CH2:19][C:20]1[C:29]2[C:24](=[CH:25][CH:26]=[CH:27][CH:28]=2)[CH:23]=[CH:22][CH:21]=1.Br, predict the reaction product.